Dataset: Full USPTO retrosynthesis dataset with 1.9M reactions from patents (1976-2016). Task: Predict the reactants needed to synthesize the given product. Given the product [C:27]([P:31]([C:33]([CH3:36])([CH3:35])[CH3:34])[C:13]1[N:12]([S:9]([C:2]2[C:3]([CH3:8])=[CH:4][C:5]([CH3:7])=[CH:6][C:1]=2[CH3:21])(=[O:11])=[O:10])[C:16]2[CH:17]=[CH:18][CH:19]=[CH:20][C:15]=2[N:14]=1)([CH3:30])([CH3:29])[CH3:28], predict the reactants needed to synthesize it. The reactants are: [C:1]1([CH3:21])[CH:6]=[C:5]([CH3:7])[CH:4]=[C:3]([CH3:8])[C:2]=1[S:9]([N:12]1[C:16]2[CH:17]=[CH:18][CH:19]=[CH:20][C:15]=2[N:14]=[CH:13]1)(=[O:11])=[O:10].[Li]CCCC.[C:27]([P:31]([C:33]([CH3:36])([CH3:35])[CH3:34])Cl)([CH3:30])([CH3:29])[CH3:28].CO.